This data is from Reaction yield outcomes from USPTO patents with 853,638 reactions. The task is: Predict the reaction yield, written as a fraction of the theoretical maximum amount of product (1.0 means a 100% yield; for example, 0.34 means a 34% yield). (1) The reactants are [Cl:1][C:2]1[CH:7]=[CH:6][C:5]([C:8]2[O:12][N:11]=[C:10]3[CH:13]=[CH:14][C:15]([C:17]4[CH:22]=[CH:21][N:20]=[C:19]([NH2:23])[N:18]=4)=[CH:16][C:9]=23)=[CH:4][CH:3]=1.[C:24](OC(=O)C)(=[O:26])[CH3:25]. The catalyst is C1(C)C=CC=CC=1.O. The product is [Cl:1][C:2]1[CH:7]=[CH:6][C:5]([C:8]2[O:12][N:11]=[C:10]3[CH:13]=[CH:14][C:15]([C:17]4[CH:22]=[CH:21][N:20]=[C:19]([NH:23][C:24](=[O:26])[CH3:25])[N:18]=4)=[CH:16][C:9]=23)=[CH:4][CH:3]=1. The yield is 0.300. (2) The reactants are [OH:1][CH:2]([CH3:45])[C:3]([CH3:44])([CH3:43])[O:4][C:5]1[CH:10]=[CH:9][C:8]([N:11]2[C:16](=[O:17])[C:15]([CH2:18][C:19]3[CH:24]=[CH:23][C:22]([C:25]4[CH:30]=[CH:29][CH:28]=[CH:27][C:26]=4[C:31]4[NH:35][C:34](=[O:36])[O:33][N:32]=4)=[CH:21][CH:20]=3)=[C:14]([CH2:37][CH2:38][CH3:39])[N:13]3[N:40]=[CH:41][N:42]=[C:12]23)=[CH:7][CH:6]=1.CC(OI1(OC(C)=O)(OC(C)=O)OC(=O)C2C1=CC=CC=2)=O.C(OCC)(=O)C.S([O-])([O-])(=O)=S.[Na+].[Na+]. The catalyst is C(Cl)Cl.O. The product is [CH3:44][C:3]([CH3:43])([O:4][C:5]1[CH:10]=[CH:9][C:8]([N:11]2[C:16](=[O:17])[C:15]([CH2:18][C:19]3[CH:20]=[CH:21][C:22]([C:25]4[CH:30]=[CH:29][CH:28]=[CH:27][C:26]=4[C:31]4[NH:35][C:34](=[O:36])[O:33][N:32]=4)=[CH:23][CH:24]=3)=[C:14]([CH2:37][CH2:38][CH3:39])[N:13]3[N:40]=[CH:41][N:42]=[C:12]23)=[CH:7][CH:6]=1)[C:2](=[O:1])[CH3:45]. The yield is 0.850. (3) The reactants are [OH:1][C:2]1[C:11]2[C:6](=[CH:7][CH:8]=[CH:9][CH:10]=2)[C:5]([OH:12])=[CH:4][C:3]=1[C:13]([O:15][CH3:16])=[O:14].S([O-])([O-])(=O)=O.[Mg+2]. The catalyst is [Ag-]=O.C(OCC)C. The product is [O:1]=[C:2]1[C:11]2[C:6](=[CH:7][CH:8]=[CH:9][CH:10]=2)[C:5](=[O:12])[CH:4]=[C:3]1[C:13]([O:15][CH3:16])=[O:14]. The yield is 0.210. (4) The reactants are C(OC([NH:11][CH:12]1[N:18]=[C:17]([CH:19]2[CH2:24][CH2:23][CH2:22][CH2:21][CH2:20]2)[C:16]2[CH:25]=[CH:26][CH:27]=[C:28]([CH3:29])[C:15]=2[N:14]([CH2:30][C:31]2[N:32]=[CH:33][N:34](C(C3C=CC=CC=3)(C3C=CC=CC=3)C3C=CC=CC=3)[CH:35]=2)[C:13]1=[O:55])=O)C1C=CC=CC=1.Br.C(OCC)(=O)C. The catalyst is C(O)(=O)C. The product is [NH2:11][CH:12]1[N:18]=[C:17]([CH:19]2[CH2:20][CH2:21][CH2:22][CH2:23][CH2:24]2)[C:16]2[CH:25]=[CH:26][CH:27]=[C:28]([CH3:29])[C:15]=2[N:14]([CH2:30][C:31]2[N:32]=[CH:33][NH:34][CH:35]=2)[C:13]1=[O:55]. The yield is 0.721. (5) The reactants are [OH:1][B:2]1[C:6]2[CH:7]=[C:8]([O:12][CH:13]3[CH2:18][CH2:17][CH2:16][CH2:15][O:14]3)[CH:9]=[C:10]([OH:11])[C:5]=2[CH:4]([CH2:19][C:20]([O:22][CH2:23][CH3:24])=[O:21])[O:3]1.C([O-])([O-])=O.[K+].[K+].Br[CH:32]([CH3:34])[CH3:33]. The catalyst is CN(C=O)C. The product is [OH:1][B:2]1[C:6]2[CH:7]=[C:8]([O:12][CH:13]3[CH2:18][CH2:17][CH2:16][CH2:15][O:14]3)[CH:9]=[C:10]([O:11][CH:32]([CH3:34])[CH3:33])[C:5]=2[CH:4]([CH2:19][C:20]([O:22][CH2:23][CH3:24])=[O:21])[O:3]1. The yield is 0.306. (6) The reactants are [NH2:1][C:2]1[CH:24]=[CH:23][C:5]([O:6][C:7]2[C:16]3[C:11](=[CH:12][C:13]([O:17][CH2:18][C:19]([CH3:22])([OH:21])[CH3:20])=[CH:14][CH:15]=3)[N:10]=[CH:9][CH:8]=2)=[CH:4][CH:3]=1.[CH3:25][N:26]1[C:30]([CH3:31])=[C:29]([C:32](O)=[O:33])[C:28](=[O:35])[N:27]1[C:36]1[CH:41]=[CH:40][CH:39]=[CH:38][CH:37]=1.C1C=NC2N(O)N=NC=2C=1.CCN=C=NCCCN(C)C. The catalyst is C(Cl)Cl.CCOC(C)=O.O. The product is [OH:21][C:19]([CH3:22])([CH3:20])[CH2:18][O:17][C:13]1[CH:12]=[C:11]2[C:16]([C:7]([O:6][C:5]3[CH:23]=[CH:24][C:2]([NH:1][C:32]([C:29]4[C:28](=[O:35])[N:27]([C:36]5[CH:37]=[CH:38][CH:39]=[CH:40][CH:41]=5)[N:26]([CH3:25])[C:30]=4[CH3:31])=[O:33])=[CH:3][CH:4]=3)=[CH:8][CH:9]=[N:10]2)=[CH:15][CH:14]=1. The yield is 0.489. (7) The product is [CH2:1]1[C:10]2[C:5](=[CH:6][CH:7]=[CH:8][CH:9]=2)[CH2:4][CH2:3][N:2]1[CH2:11][CH:12]([OH:30])[CH2:13][O:14][C:15]1[CH:16]=[C:17]([C:32]2[CH:37]=[CH:36][C:35]([O:38][CH3:39])=[CH:34][CH:33]=2)[CH:18]=[CH:19][CH:20]=1. The reactants are [CH2:1]1[C:10]2[C:5](=[CH:6][CH:7]=[CH:8][CH:9]=2)[CH2:4][CH2:3][N:2]1[CH2:11][CH:12]([OH:30])[CH2:13][O:14][C:15]1[CH:20]=[CH:19][CH:18]=[C:17](B2OC(C)(C)C(C)(C)O2)[CH:16]=1.Br[C:32]1[CH:37]=[CH:36][C:35]([O:38][CH3:39])=[CH:34][CH:33]=1.C([O-])([O-])=O.[K+].[K+]. The yield is 0.490. The catalyst is O1CCOCC1.C1C=CC(P(C2C=CC=CC=2)[C-]2C=CC=C2)=CC=1.C1C=CC(P(C2C=CC=CC=2)[C-]2C=CC=C2)=CC=1.Cl[Pd]Cl.[Fe+2].